This data is from hERG potassium channel inhibition data for cardiac toxicity prediction from Karim et al.. The task is: Regression/Classification. Given a drug SMILES string, predict its toxicity properties. Task type varies by dataset: regression for continuous values (e.g., LD50, hERG inhibition percentage) or binary classification for toxic/non-toxic outcomes (e.g., AMES mutagenicity, cardiotoxicity, hepatotoxicity). Dataset: herg_karim. (1) The drug is Cc1ccc([C@@]23CNC[C@@H]2C3)cc1. The result is 0 (non-blocker). (2) The molecule is Cn1nc(NCC(=O)NC2CN(C3CCC(C(N)=O)CC3)C2)c2cc(C(F)(F)F)ccc21. The result is 0 (non-blocker). (3) The result is 0 (non-blocker). The molecule is O=C1NC(=O)C(=Cc2ccc(-c3ccc(F)cc3O)o2)S1.